This data is from Reaction yield outcomes from USPTO patents with 853,638 reactions. The task is: Predict the reaction yield, written as a fraction of the theoretical maximum amount of product (1.0 means a 100% yield; for example, 0.34 means a 34% yield). (1) The reactants are Cl[C:2]1[NH:10][C:9]2[C:4](=[N:5][CH:6]=[CH:7][CH:8]=2)[C:3]=1[C:11]#[N:12].[CH3:13][O:14][C:15]([C@H:17]1[CH2:21][CH2:20][CH2:19][NH:18]1)=[O:16]. No catalyst specified. The product is [CH3:13][O:14][C:15]([C@H:17]1[CH2:21][CH2:20][CH2:19][N:18]1[C:2]1[NH:10][C:9]2[C:4](=[N:5][CH:6]=[CH:7][CH:8]=2)[C:3]=1[C:11]#[N:12])=[O:16]. The yield is 0.130. (2) The reactants are O[O:2][S:3]([O-:5])=O.[K+].[CH:7]([N:10]1[N:19]=[C:18]([NH:20][C:21]2[CH:25]=[C:24]([CH3:26])[NH:23][N:22]=2)[C:17]2[C:12](=[CH:13][C:14]([S:27][CH2:28][CH2:29]SC)=[CH:15][CH:16]=2)[C:11]1=[O:32])([CH3:9])[CH3:8].O1CCOC[CH2:34]1.[OH2:39].[OH2:40]. No catalyst specified. The product is [CH:7]([N:10]1[N:19]=[C:18]([NH:20][C:21]2[CH:25]=[C:24]([CH3:26])[NH:23][N:22]=2)[C:17]2[C:12](=[CH:13][C:14]([S:27]([CH2:28][CH2:29][S:3]([CH3:34])(=[O:5])=[O:2])(=[O:40])=[O:39])=[CH:15][CH:16]=2)[C:11]1=[O:32])([CH3:9])[CH3:8]. The yield is 0.570. (3) The reactants are [CH2:1]1[CH:12]2[CH:4]([NH:5][C:6]3[CH:7]=[CH:8][CH:9]=[CH:10][C:11]=32)[CH2:3][CH2:2]1.C(N(C(C)C)CC)(C)C.Cl[CH2:23][C:24]([NH2:26])=[O:25]. The catalyst is CN(C=O)C. The product is [CH2:1]1[CH:12]2[CH:4]([N:5]([CH2:23][C:24]([NH2:26])=[O:25])[C:6]3[CH:7]=[CH:8][CH:9]=[CH:10][C:11]=32)[CH2:3][CH2:2]1. The yield is 0.690. (4) The reactants are [CH3:1][CH2:2][CH2:3][CH:4]([NH:8][C:9](=[O:18])[C:10]1[CH:15]=[CH:14][C:13]([OH:16])=[C:12]([OH:17])[CH:11]=1)[CH2:5][CH2:6][CH3:7].C(=O)([O-])[O-].[K+].[K+].[CH2:25]([O:27][C:28](=[O:31])[C:29]#[CH:30])[CH3:26]. The catalyst is CC(C)=O. The product is [CH3:1][CH2:2][CH2:3][CH:4]([NH:8][C:9]([C:10]1[CH:15]=[CH:14][C:13]2[O:16][CH:30]([CH2:29][C:28]([O:27][CH2:25][CH3:26])=[O:31])[O:17][C:12]=2[CH:11]=1)=[O:18])[CH2:5][CH2:6][CH3:7]. The yield is 0.710.